From a dataset of Full USPTO retrosynthesis dataset with 1.9M reactions from patents (1976-2016). Predict the reactants needed to synthesize the given product. (1) Given the product [CH:35]1([CH2:38][O:39][C:40]2[C:47]([O:48][CH3:49])=[CH:46][CH:45]=[CH:44][C:41]=2/[CH:42]=[CH:12]/[C:8]2[N:7]=[C:6]3[S:32][C:3]([CH3:2])=[CH:4][N:5]3[C:10](=[O:11])[CH:9]=2)[CH2:36][CH2:37]1, predict the reactants needed to synthesize it. The reactants are: [Cl-].[CH3:2][C:3]1[S:32][C:6]2=[N:7][C:8]([CH2:12][P+](C3C=CC=CC=3)(C3C=CC=CC=3)C3C=CC=CC=3)=[CH:9][C:10](=[O:11])[N:5]2[CH:4]=1.[H-].[Na+].[CH:35]1([CH2:38][O:39][C:40]2[C:47]([O:48][CH3:49])=[CH:46][CH:45]=[CH:44][C:41]=2[CH:42]=O)[CH2:37][CH2:36]1. (2) Given the product [NH2:8][C@H:7]1[CH2:6][CH2:5][N:4]([CH2:19][CH:20]2[C:24]3=[C:25]([F:33])[CH:26]=[N:27][C:28]4[CH:29]=[CH:30][C:31](=[O:32])[N:22]([C:23]=43)[CH2:21]2)[CH2:3][C@H:2]1[F:1], predict the reactants needed to synthesize it. The reactants are: [F:1][C@H:2]1[C@@H:7]([NH:8]C(=O)OCC2C=CC=CC=2)[CH2:6][CH2:5][N:4]([CH2:19][CH:20]2[C:24]3=[C:25]([F:33])[CH:26]=[N:27][C:28]4[CH:29]=[CH:30][C:31](=[O:32])[N:22]([C:23]=43)[CH2:21]2)[CH2:3]1.O1CCOCC1. (3) Given the product [Cl:26][CH2:27][C:28]([N:13]1[C:14]2[C:10](=[CH:9][CH:8]=[C:7]([CH2:6][C:5]3[CH:18]=[CH:19][C:2]([F:1])=[CH:3][CH:4]=3)[CH:15]=2)[C:11]([CH3:16])([CH3:17])[CH2:12]1)=[O:29], predict the reactants needed to synthesize it. The reactants are: [F:1][C:2]1[CH:19]=[CH:18][C:5]([CH2:6][C:7]2[CH:15]=[C:14]3[C:10]([C:11]([CH3:17])([CH3:16])[CH2:12][NH:13]3)=[CH:9][CH:8]=2)=[CH:4][CH:3]=1.N1C=CC=CC=1.[Cl:26][CH2:27][C:28](Cl)=[O:29].O. (4) The reactants are: C1(NC2CCCCC2)CCCCC1.[CH2:14]([O:21][C:22]([N:24]1[CH2:28][CH2:27][C@@H:26]([N:29]([C:34]([O:36][CH2:37][C:38]2[CH:43]=[CH:42][CH:41]=[CH:40][CH:39]=2)=[O:35])[CH2:30][C:31](O)=[O:32])[CH2:25]1)=[O:23])[C:15]1[CH:20]=[CH:19][CH:18]=[CH:17][CH:16]=1.S(=O)(=O)(O)O.CN1CCOCC1.ClC(OCC)=O.Cl.[CH3:63][C:64]12[O:72][B:71]([CH:73]3[CH2:77][CH2:76][CH2:75][NH:74]3)[O:70][CH:69]1[CH2:68][CH:67]1[CH2:78][CH:65]2[C:66]1([CH3:80])[CH3:79]. Given the product [CH2:14]([O:21][C:22]([N:24]1[CH2:28][CH2:27][C@@H:26]([N:29]([C:34]([O:36][CH2:37][C:38]2[CH:43]=[CH:42][CH:41]=[CH:40][CH:39]=2)=[O:35])[CH2:30][C:31](=[O:32])[N:74]2[CH2:75][CH2:76][CH2:77][C@H:73]2[B:71]2[O:70][C@H:69]3[C@:64]([CH3:63])([C@H:65]4[CH2:78][C@@H:67]([CH2:68]3)[C:66]4([CH3:80])[CH3:79])[O:72]2)[CH2:25]1)=[O:23])[C:15]1[CH:20]=[CH:19][CH:18]=[CH:17][CH:16]=1, predict the reactants needed to synthesize it.